Dataset: Forward reaction prediction with 1.9M reactions from USPTO patents (1976-2016). Task: Predict the product of the given reaction. (1) The product is: [CH3:1][O:2][C:3]1[CH:8]=[C:7]([O:9][CH2:10][C:11]2[S:15][C:14]([C:16]3[CH:21]=[CH:20][C:19]([C:22]([F:23])([F:25])[F:24])=[CH:18][CH:17]=3)=[N:13][C:12]=2[CH2:26][N:27]2[CH2:32][CH2:31][S:30](=[O:41])[CH2:29][CH2:28]2)[CH:6]=[CH:5][C:4]=1[C:33]1[NH:37][C:36](=[O:38])[O:35][N:34]=1. Given the reactants [CH3:1][O:2][C:3]1[CH:8]=[C:7]([O:9][CH2:10][C:11]2[S:15][C:14]([C:16]3[CH:21]=[CH:20][C:19]([C:22]([F:25])([F:24])[F:23])=[CH:18][CH:17]=3)=[N:13][C:12]=2[CH2:26][N:27]2[CH2:32][CH2:31][S:30][CH2:29][CH2:28]2)[CH:6]=[CH:5][C:4]=1[C:33]1[NH:37][C:36](=[O:38])[O:35][N:34]=1.Cl.C[OH:41], predict the reaction product. (2) Given the reactants C(OC([N:8]1[CH2:13][CH2:12][C:11](=[CH:14][C:15]2[S:23][C:22]3[C:21]([N:24]4[CH2:29][CH2:28][O:27][CH2:26][CH2:25]4)=[N:20][C:19]([Cl:30])=[N:18][C:17]=3[CH:16]=2)[CH2:10][CH2:9]1)=O)(C)(C)C.Cl, predict the reaction product. The product is: [Cl:30][C:19]1[N:20]=[C:21]([N:24]2[CH2:29][CH2:28][O:27][CH2:26][CH2:25]2)[C:22]2[S:23][C:15]([CH:14]=[C:11]3[CH2:10][CH2:9][NH:8][CH2:13][CH2:12]3)=[CH:16][C:17]=2[N:18]=1. (3) The product is: [CH2:1]([N:8]1[CH2:13][CH2:12][C:11]([C:15]2[CH:22]=[CH:21][C:18]([CH:19]=[C:28]([S:29][CH3:31])[S:26]([CH3:25])=[O:27])=[C:17]([O:23][CH3:24])[CH:16]=2)([OH:14])[CH2:10][CH2:9]1)[C:2]1[CH:3]=[CH:4][CH:5]=[CH:6][CH:7]=1. Given the reactants [CH2:1]([N:8]1[CH2:13][CH2:12][C:11]([C:15]2[CH:22]=[CH:21][C:18]([CH:19]=O)=[C:17]([O:23][CH3:24])[CH:16]=2)([OH:14])[CH2:10][CH2:9]1)[C:2]1[CH:7]=[CH:6][CH:5]=[CH:4][CH:3]=1.[CH3:25][S:26]([CH2:28][S:29]([CH3:31])=O)=[O:27].[OH-].C([N+](C)(C)C)C1C=CC=CC=1, predict the reaction product. (4) Given the reactants [CH2:1]([O:8][N:9]1[C:21]2[C:20]3[CH:19]=[CH:18][CH:17]=[CH:16][C:15]=3[N:14]=[CH:13][C:12]=2[N:11]=[C:10]1[C:22]1[CH:27]=[CH:26][CH:25]=[CH:24][CH:23]=1)[C:2]1[CH:7]=[CH:6][CH:5]=[CH:4][CH:3]=1.ClC1C=C(C=CC=1)C(OO)=[O:33], predict the reaction product. The product is: [CH2:1]([O:8][N:9]1[C:21]2[C:20]3[CH:19]=[CH:18][CH:17]=[CH:16][C:15]=3[N+:14]([O-:33])=[CH:13][C:12]=2[N:11]=[C:10]1[C:22]1[CH:27]=[CH:26][CH:25]=[CH:24][CH:23]=1)[C:2]1[CH:3]=[CH:4][CH:5]=[CH:6][CH:7]=1. (5) Given the reactants [F:1][C:2]([F:20])([F:19])[CH:3]([C:9]1[CH:10]=[CH:11][C:12]([C:15]([O:17][CH3:18])=[O:16])=[N:13][CH:14]=1)OS(C)(=O)=O, predict the reaction product. The product is: [F:20][C:2]([F:1])([F:19])[CH2:3][C:9]1[CH:10]=[CH:11][C:12]([C:15]([O:17][CH3:18])=[O:16])=[N:13][CH:14]=1. (6) Given the reactants [F:1][C:2]1([CH:8]([OH:11])C#N)[CH2:7][CH2:6][O:5][CH2:4][CH2:3]1.[BH4-].[Na+], predict the reaction product. The product is: [F:1][C:2]1([CH2:8][OH:11])[CH2:7][CH2:6][O:5][CH2:4][CH2:3]1. (7) Given the reactants C([O-])C.[Na+].[F:5][C:6]1[CH:11]=[CH:10][C:9]([C:12]2[N:17]=[CH:16][N:15]=[C:14]([NH:18][C:19]3[CH:20]=[C:21]([CH:32]=[CH:33][CH:34]=3)[CH2:22][S:23](=[N:26]C(=O)OCC)([CH3:25])=[O:24])[N:13]=2)=[C:8]([O:35][CH3:36])[CH:7]=1, predict the reaction product. The product is: [F:5][C:6]1[CH:11]=[CH:10][C:9]([C:12]2[N:17]=[CH:16][N:15]=[C:14]([NH:18][C:19]3[CH:34]=[CH:33][CH:32]=[C:21]([CH2:22][S:23]([CH3:25])(=[NH:26])=[O:24])[CH:20]=3)[N:13]=2)=[C:8]([O:35][CH3:36])[CH:7]=1. (8) Given the reactants N1C=CC=CC=1CN.Cl.[O:10]1[CH:14]=[C:13]([CH2:15][NH2:16])[N:12]=[CH:11]1.[F:17][C:18]1[CH:47]=[CH:46][C:21]([CH2:22][N:23]2[C:27](=[O:28])[N:26]([C:29]3[CH:33]=[C:32]([C:34](O)=[O:35])[N:31](CC4C=CC(OC)=CC=4)[N:30]=3)[CH:25]=[N:24]2)=[CH:20][CH:19]=1, predict the reaction product. The product is: [F:17][C:18]1[CH:47]=[CH:46][C:21]([CH2:22][N:23]2[C:27](=[O:28])[N:26]([C:29]3[CH:33]=[C:32]([C:34]([NH:16][CH2:15][C:13]4[N:12]=[CH:11][O:10][CH:14]=4)=[O:35])[NH:31][N:30]=3)[CH:25]=[N:24]2)=[CH:20][CH:19]=1. (9) Given the reactants [CH3:1][O:2][C:3]1[C:4](=[O:25])[C:5]([CH3:24])=[C:6]([CH2:12][C:13]2[CH:18]=[CH:17][C:16]([CH:19]=[CH:20][C:21](O)=[O:22])=[CH:15][CH:14]=2)[C:7](=[O:11])[C:8]=1[O:9][CH3:10].[CH2:26]([CH2:28][NH2:29])[OH:27], predict the reaction product. The product is: [CH3:1][O:2][C:3]1[C:4](=[O:25])[C:5]([CH3:24])=[C:6]([CH2:12][C:13]2[CH:18]=[CH:17][C:16]([CH:19]=[CH:20][C:21]([NH:29][CH2:28][CH2:26][OH:27])=[O:22])=[CH:15][CH:14]=2)[C:7](=[O:11])[C:8]=1[O:9][CH3:10].